The task is: Predict the reaction yield, written as a fraction of the theoretical maximum amount of product (1.0 means a 100% yield; for example, 0.34 means a 34% yield).. This data is from Reaction yield outcomes from USPTO patents with 853,638 reactions. (1) The reactants are [NH2:1][CH2:2][CH2:3][CH2:4][CH2:5][NH:6][S:7]([C:10]1[CH:15]=[CH:14][C:13]([Cl:16])=[CH:12][C:11]=1[Cl:17])(=[O:9])=[O:8].[C:18]([NH:25][C@H:26]([C:31](O)=[O:32])[CH2:27][CH:28]([CH3:30])[CH3:29])([O:20][C:21]([CH3:24])([CH3:23])[CH3:22])=[O:19].CN1CCOCC1.CCN=C=NCCCN(C)C.Cl. The catalyst is ClCCl.C1C=C2C(N(O)N=NC2=CC=1)=O. The product is [Cl:17][C:11]1[CH:12]=[C:13]([Cl:16])[CH:14]=[CH:15][C:10]=1[S:7]([NH:6][CH2:5][CH2:4][CH2:3][CH2:2][NH:1][C:31](=[O:32])[C@H:26]([CH2:27][CH:28]([CH3:29])[CH3:30])[NH:25][C:18]([O:20][C:21]([CH3:22])([CH3:23])[CH3:24])=[O:19])(=[O:9])=[O:8]. The yield is 0.860. (2) The reactants are [NH:1]1[C:9]2[C:4](=[CH:5][C:6]([CH:10]=O)=[CH:7][CH:8]=2)[CH:3]=[CH:2]1.C1(P(=[CH:31][C:32]([O:34][CH3:35])=[O:33])(C2C=CC=CC=2)C2C=CC=CC=2)C=CC=CC=1. The catalyst is C(Cl)Cl. The product is [NH:1]1[C:9]2[C:4](=[CH:5][C:6](/[CH:10]=[CH:31]/[C:32]([O:34][CH3:35])=[O:33])=[CH:7][CH:8]=2)[CH:3]=[CH:2]1. The yield is 0.970. (3) The yield is 0.950. The catalyst is O.C1COCC1. The product is [CH3:24][C:21]1[CH:22]=[CH:23][N:18]([C:9]2[CH:8]=[C:7]([CH:12]=[C:11]([N:13]3[CH:17]=[N:16][N:15]=[N:14]3)[CH:10]=2)[C:6]([OH:26])=[O:5])[C:19](=[O:25])[CH:20]=1. The reactants are O[Li].O.C[O:5][C:6](=[O:26])[C:7]1[CH:12]=[C:11]([N:13]2[CH:17]=[N:16][N:15]=[N:14]2)[CH:10]=[C:9]([N:18]2[CH:23]=[CH:22][C:21]([CH3:24])=[CH:20][C:19]2=[O:25])[CH:8]=1. (4) The reactants are [O-:1][S:2]([O-:4])=[O:3].[Na+].[Na+].[Cl:7][C:8]1[CH:9]=[CH:10][C:11](F)=[C:12]([N+:14]([O-:16])=[O:15])[CH:13]=1.Cl. The catalyst is CCO.O. The product is [Cl:7][C:8]1[CH:9]=[CH:10][C:11]([S:2]([OH:4])(=[O:1])=[O:3])=[C:12]([N+:14]([O-:16])=[O:15])[CH:13]=1. The yield is 0.570. (5) The reactants are [CH:1]([C:4]1[CH:8]=[C:7]([NH2:9])[N:6]([C:10]2[CH:11]=[C:12]3[C:17](=[CH:18][CH:19]=2)[N:16]=[CH:15][CH:14]=[CH:13]3)[N:5]=1)([CH3:3])[CH3:2].C[Si]([N-][Si](C)(C)C)(C)C.[Li+].Cl[C:31]([O:33][C:34]([CH3:36])=[CH2:35])=[O:32]. No catalyst specified. The product is [CH:1]([C:4]1[CH:8]=[C:7]([NH:9][C:31](=[O:32])[O:33][C:34]([CH3:36])=[CH2:35])[N:6]([C:10]2[CH:11]=[C:12]3[C:17](=[CH:18][CH:19]=2)[N:16]=[CH:15][CH:14]=[CH:13]3)[N:5]=1)([CH3:3])[CH3:2]. The yield is 0.650. (6) The reactants are [Cl:1][C:2]1[CH:33]=[CH:32][C:5]([CH2:6][N:7]2[CH2:12][CH2:11][CH:10]([NH:13][CH2:14][C@H:15]([OH:31])[CH2:16][O:17][C:18]3[CH:23]=[C:22]([F:24])[CH:21]=[CH:20][C:19]=3[CH2:25][CH2:26][C:27]([O:29]C)=[O:28])[CH2:9][CH2:8]2)=[CH:4][CH:3]=1.[OH-].[Na+].[C:36]([C:40]([OH:42])=[O:41])([F:39])([F:38])[F:37]. The catalyst is C1COCC1. The product is [F:37][C:36]([F:39])([F:38])[C:40]([OH:42])=[O:41].[F:37][C:36]([F:39])([F:38])[C:40]([OH:42])=[O:41].[Cl:1][C:2]1[CH:33]=[CH:32][C:5]([CH2:6][N:7]2[CH2:12][CH2:11][CH:10]([NH:13][CH2:14][C@H:15]([OH:31])[CH2:16][O:17][C:18]3[CH:23]=[C:22]([F:24])[CH:21]=[CH:20][C:19]=3[CH2:25][CH2:26][C:27]([OH:29])=[O:28])[CH2:9][CH2:8]2)=[CH:4][CH:3]=1. The yield is 0.730.